Dataset: Full USPTO retrosynthesis dataset with 1.9M reactions from patents (1976-2016). Task: Predict the reactants needed to synthesize the given product. (1) Given the product [N:15]1([CH2:20]/[CH:21]=[CH:23]/[C:24]([Cl:26])=[O:25])[CH2:16][CH2:17][CH2:18][CH2:19]1, predict the reactants needed to synthesize it. The reactants are: C(OCC)(=O)C.[Li+].CC([N-]C(C)C)C.[N:15]1([CH2:20][CH:21]=O)[CH2:19][CH2:18][CH2:17][CH2:16]1.[C:23](Cl)(=O)[C:24]([Cl:26])=[O:25]. (2) Given the product [C:22]1([NH:21][C:12]([C:8]2[N:9]=[CH:10][S:11][C:7]=2[NH:6][C:4](=[O:5])[C:3]2[C:15]([Cl:20])=[CH:16][C:17]([Cl:19])=[CH:18][C:2]=2[Cl:1])=[O:14])[CH:27]=[CH:26][CH:25]=[CH:24][CH:23]=1, predict the reactants needed to synthesize it. The reactants are: [Cl:1][C:2]1[CH:18]=[C:17]([Cl:19])[CH:16]=[C:15]([Cl:20])[C:3]=1[C:4]([NH:6][C:7]1[S:11][CH:10]=[N:9][C:8]=1[C:12]([OH:14])=O)=[O:5].[NH2:21][C:22]1[CH:27]=[CH:26][CH:25]=[CH:24][CH:23]=1.C1C=CC2N(O)N=NC=2C=1.CCN=C=NCCCN(C)C. (3) The reactants are: Br[C:2]1[N:6]=[C:5]([C:7]2[CH:12]=[CH:11][C:10]([O:13][CH:14]([CH3:16])[CH3:15])=[C:9]([Cl:17])[CH:8]=2)[S:4][N:3]=1.[CH2:18]([C:20]1[C:25](B2OC(C)(C)C(C)(C)O2)=[CH:24][CH:23]=[CH:22][C:21]=1[CH:35]1[CH2:40][CH2:39][NH:38][CH2:37][CH2:36]1)[CH3:19].P([O-])([O-])([O-])=O.[K+].[K+].[K+]. Given the product [Cl:17][C:9]1[CH:8]=[C:7]([C:5]2[S:4][N:3]=[C:2]([C:25]3[C:20]([CH2:18][CH3:19])=[C:21]([CH:35]4[CH2:40][CH2:39][NH:38][CH2:37][CH2:36]4)[CH:22]=[CH:23][CH:24]=3)[N:6]=2)[CH:12]=[CH:11][C:10]=1[O:13][CH:14]([CH3:16])[CH3:15], predict the reactants needed to synthesize it.